This data is from Full USPTO retrosynthesis dataset with 1.9M reactions from patents (1976-2016). The task is: Predict the reactants needed to synthesize the given product. (1) Given the product [Cl:14][C:9]1[CH:10]=[CH:11][CH:12]=[CH:13][C:8]=1[C:6](=[O:7])[CH2:5][CH2:4][CH2:3][CH2:2][N:15]1[CH2:20][CH2:19][CH:18]([C:21]2[CH:22]=[C:23]([NH:27][C:28](=[O:31])[CH2:29][CH3:30])[CH:24]=[CH:25][CH:26]=2)[CH2:17][CH2:16]1, predict the reactants needed to synthesize it. The reactants are: Cl[CH2:2][CH2:3][CH2:4][CH2:5][C:6]([C:8]1[CH:13]=[CH:12][CH:11]=[CH:10][C:9]=1[Cl:14])=[O:7].[NH:15]1[CH2:20][CH2:19][CH:18]([C:21]2[CH:22]=[C:23]([NH:27][C:28](=[O:31])[CH2:29][CH3:30])[CH:24]=[CH:25][CH:26]=2)[CH2:17][CH2:16]1. (2) Given the product [F:11][C:7]1[CH:6]=[C:5]2[C:10]([C:2]([I:1])=[CH:3][N:4]2[S:20]([C:14]2[CH:19]=[CH:18][CH:17]=[CH:16][CH:15]=2)(=[O:22])=[O:21])=[CH:9][CH:8]=1, predict the reactants needed to synthesize it. The reactants are: [I:1][C:2]1[C:10]2[C:5](=[CH:6][C:7]([F:11])=[CH:8][CH:9]=2)[NH:4][CH:3]=1.[H-].[Na+].[C:14]1([S:20](Cl)(=[O:22])=[O:21])[CH:19]=[CH:18][CH:17]=[CH:16][CH:15]=1.